From a dataset of Reaction yield outcomes from USPTO patents with 853,638 reactions. Predict the reaction yield, written as a fraction of the theoretical maximum amount of product (1.0 means a 100% yield; for example, 0.34 means a 34% yield). (1) The reactants are [ClH:1].[Si:2]([O:19][CH2:20][C@@H:21]1[CH2:26][O:25][CH2:24][CH2:23][NH:22]1)([C:15]([CH3:18])([CH3:17])[CH3:16])([C:9]1[CH:14]=[CH:13][CH:12]=[CH:11][CH:10]=1)[C:3]1[CH:8]=[CH:7][CH:6]=[CH:5][CH:4]=1.[Si](OC[C@H]1COCCN1C(OC(C)(C)C)=O)(C(C)(C)C)(C1C=CC=CC=1)C1C=CC=CC=1. No catalyst specified. The product is [ClH:1].[Si:2]([O:19][CH2:20][C@H:21]1[CH2:26][O:25][CH2:24][CH2:23][NH:22]1)([C:15]([CH3:16])([CH3:17])[CH3:18])([C:9]1[CH:10]=[CH:11][CH:12]=[CH:13][CH:14]=1)[C:3]1[CH:8]=[CH:7][CH:6]=[CH:5][CH:4]=1. The yield is 0.770. (2) The reactants are Cl[C:2]1[CH:7]=[C:6]([CH3:8])[CH:5]=[CH:4][N:3]=1.[O:9]([CH3:11])[Na].O. The catalyst is CS(C)=O. The product is [CH3:11][O:9][C:2]1[CH:7]=[C:6]([CH3:8])[CH:5]=[CH:4][N:3]=1. The yield is 0.460. (3) The reactants are BrC1C=CC=CC=1[C:8]1[N:12]2[C:13]([NH2:27])=[N:14][CH:15]([C:16]3[CH:21]=[CH:20][C:19]([O:22][C:23]([F:26])([F:25])[F:24])=[CH:18][CH:17]=3)[C:11]2=[N:10][CH:9]=1.[N:28]1[CH:33]=[C:32](B(O)O)[CH:31]=[N:30][CH:29]=1.[C:37]1(P([C:37]2[CH:42]=[CH:41][CH:40]=[CH:39][CH:38]=2)[C:37]2[CH:42]=[CH:41][CH:40]=[CH:39][CH:38]=2)[CH:42]=[CH:41][CH:40]=[CH:39][CH:38]=1.C(=O)([O-])[O-].[K+].[K+]. The catalyst is C1(P([Pd-](Cl)P(C2C=CC=CC=2)(C2C=CC=CC=2)C2C=CC=CC=2)(C2C=CC=CC=2)C2C=CC=CC=2)C=CC=CC=1.O1CCOCC1.O. The product is [N:28]1[CH:33]=[C:32]([C:37]2[CH:38]=[C:39]([NH:27][C:13]3[N:12]4[CH:8]=[CH:9][N:10]=[C:11]4[CH:15]([C:16]4[CH:21]=[CH:20][C:19]([O:22][C:23]([F:24])([F:25])[F:26])=[CH:18][CH:17]=4)[N:14]=3)[CH:40]=[CH:41][CH:42]=2)[CH:31]=[N:30][CH:29]=1. The yield is 0.190. (4) The reactants are CO[C:3](=[O:25])[C:4]1[CH:9]=[CH:8][C:7]([O:10][CH2:11][C:12]2[C:13]([C:18]3[CH:23]=[CH:22][C:21]([Cl:24])=[CH:20][CH:19]=3)=[N:14][O:15][C:16]=2[CH3:17])=[N:6][CH:5]=1.[CH:26]1([NH2:29])[CH2:28][CH2:27]1. No catalyst specified. The product is [Cl:24][C:21]1[CH:22]=[CH:23][C:18]([C:13]2[C:12]([CH2:11][O:10][C:7]3[CH:8]=[CH:9][C:4]([C:3]([NH:29][CH:26]4[CH2:28][CH2:27]4)=[O:25])=[CH:5][N:6]=3)=[C:16]([CH3:17])[O:15][N:14]=2)=[CH:19][CH:20]=1. The yield is 0.810. (5) The reactants are [NH2:1][C:2]1[CH:14]=[C:13]([O:15][CH2:16][C@@H:17]2[CH2:21][CH2:20][CH2:19][N:18]2[CH3:22])[CH:12]=[CH:11][C:3]=1[C:4]([O:6][C:7]([CH3:10])([CH3:9])[CH3:8])=[O:5].[O:23]1[CH2:28][CH2:27][C:26](=O)[CH2:25][CH2:24]1.C(O)(C(F)(F)F)=O. The catalyst is C(Cl)Cl. The product is [CH3:22][N:18]1[CH2:19][CH2:20][CH2:21][C@H:17]1[CH2:16][O:15][C:13]1[CH:12]=[CH:11][C:3]([C:4]([O:6][C:7]([CH3:9])([CH3:8])[CH3:10])=[O:5])=[C:2]([NH:1][CH:26]2[CH2:27][CH2:28][O:23][CH2:24][CH2:25]2)[CH:14]=1. The yield is 0.880. (6) The reactants are C1N=CN([C:6](N2C=NC=C2)=[S:7])C=1.[OH:13][CH2:14][C:15]([NH:18][C:19]1[S:20][CH:21]=[C:22]([C:24]2[CH:31]=[CH:30][C:27]([C:28]#[N:29])=[CH:26][CH:25]=2)[N:23]=1)([CH3:17])[CH3:16]. The catalyst is O1CCCC1. The product is [CH3:16][C:15]1([CH3:17])[CH2:14][O:13][C:6](=[S:7])[N:18]1[C:19]1[S:20][CH:21]=[C:22]([C:24]2[CH:25]=[CH:26][C:27]([C:28]#[N:29])=[CH:30][CH:31]=2)[N:23]=1. The yield is 0.110.